This data is from Catalyst prediction with 721,799 reactions and 888 catalyst types from USPTO. The task is: Predict which catalyst facilitates the given reaction. (1) Reactant: [F:1][C:2]1[CH:15]=[CH:14][CH:13]=[CH:12][C:3]=1[CH2:4][C:5]1[S:9][C:8]([CH:10]=[O:11])=[CH:7][CH:6]=1.[BH4-].[Na+].O. Product: [F:1][C:2]1[CH:15]=[CH:14][CH:13]=[CH:12][C:3]=1[CH2:4][C:5]1[S:9][C:8]([CH2:10][OH:11])=[CH:7][CH:6]=1. The catalyst class is: 8. (2) Reactant: [H-].[Al+3].[Li+].[H-].[H-].[H-].[Cl:7][C:8]1[CH:13]=[CH:12][CH:11]=[C:10]([Cl:14])[C:9]=1[CH2:15][C:16](O)=[O:17]. Product: [Cl:7][C:8]1[CH:13]=[CH:12][CH:11]=[C:10]([Cl:14])[C:9]=1[CH2:15][CH2:16][OH:17]. The catalyst class is: 27. (3) Reactant: [Br:1][C:2]1[CH:7]=[CH:6][CH:5]=[CH:4][C:3]=1[CH2:8]Br.[CH2:10]([NH:12][CH2:13][CH3:14])[CH3:11]. Product: [Br:1][C:2]1[CH:7]=[CH:6][CH:5]=[CH:4][C:3]=1[CH2:8][N:12]([CH2:13][CH3:14])[CH2:10][CH3:11]. The catalyst class is: 11. (4) Reactant: [NH:1]1[C@H:5]([C:6]([O:8][CH2:9][CH3:10])=[O:7])[CH2:4][CH2:3][C:2]1=[O:11].[CH3:12][C:13]([O:16][C:17](O[C:17]([O:16][C:13]([CH3:15])([CH3:14])[CH3:12])=[O:18])=[O:18])([CH3:15])[CH3:14].C(N(CC)CC)C. Product: [C:13]([O:16][C:17]([N:1]1[C@H:5]([C:6]([O:8][CH2:9][CH3:10])=[O:7])[CH2:4][CH2:3][C:2]1=[O:11])=[O:18])([CH3:15])([CH3:14])[CH3:12]. The catalyst class is: 64. (5) Reactant: [Cl:1][C:2]1[C:7]([Cl:8])=[CH:6][CH:5]=[CH:4][C:3]=1[S:9](Cl)(=[O:11])=[O:10].[CH3:13][S:14]([C:17]1[N:22]=[C:21]2[N:23]([CH3:33])[N:24]=[C:25]([C:26]3[CH:31]=[CH:30][C:29]([NH2:32])=[CH:28][CH:27]=3)[C:20]2=[CH:19][N:18]=1)(=[O:16])=[O:15].CCN(C(C)C)C(C)C. Product: [Cl:1][C:2]1[C:7]([Cl:8])=[CH:6][CH:5]=[CH:4][C:3]=1[S:9]([NH:32][C:29]1[CH:28]=[CH:27][C:26]([C:25]2[C:20]3[C:21](=[N:22][C:17]([S:14]([CH3:13])(=[O:16])=[O:15])=[N:18][CH:19]=3)[N:23]([CH3:33])[N:24]=2)=[CH:31][CH:30]=1)(=[O:11])=[O:10]. The catalyst class is: 2. (6) Reactant: [CH3:1][O:2][C:3]1[CH:24]=[C:23]([O:25][CH3:26])[CH:22]=[CH:21][C:4]=1[C:5]([N:7]1[C:16]2[C:11](=[CH:12][CH:13]=[C:14]([F:17])[CH:15]=2)[NH:10][C:9](=[O:18])[C@H:8]1[CH2:19][CH3:20])=[O:6].C(=O)([O-])[O-].[Cs+].[Cs+].I[CH2:34][CH3:35]. Product: [CH3:1][O:2][C:3]1[CH:24]=[C:23]([O:25][CH3:26])[CH:22]=[CH:21][C:4]=1[C:5]([N:7]1[C:16]2[C:11](=[CH:12][CH:13]=[C:14]([F:17])[CH:15]=2)[N:10]([CH2:34][CH3:35])[C:9](=[O:18])[C@H:8]1[CH2:19][CH3:20])=[O:6]. The catalyst class is: 10. (7) Reactant: [Cl:1][C:2]1[CH:3]=[C:4]([CH:8]([C:32]2[CH:37]=[CH:36][CH:35]=[C:34]([Cl:38])[CH:33]=2)[C:9]2[S:13][C:12]([C:14]([NH:16][C@@H:17]([CH2:21][CH2:22][CH2:23][NH:24]C(OC(C)(C)C)=O)[C:18]([OH:20])=[O:19])=[O:15])=[CH:11][CH:10]=2)[CH:5]=[CH:6][CH:7]=1.[C:39]([OH:45])([C:41]([F:44])([F:43])[F:42])=[O:40].C([SiH](CC)CC)C. Product: [NH2:24][CH2:23][CH2:22][CH2:21][C@H:17]([NH:16][C:14]([C:12]1[S:13][C:9]([CH:8]([C:4]2[CH:5]=[CH:6][CH:7]=[C:2]([Cl:1])[CH:3]=2)[C:32]2[CH:37]=[CH:36][CH:35]=[C:34]([Cl:38])[CH:33]=2)=[CH:10][CH:11]=1)=[O:15])[C:18]([OH:20])=[O:19].[C:39]([OH:45])([C:41]([F:44])([F:43])[F:42])=[O:40]. The catalyst class is: 6. (8) Reactant: [CH3:1]C(OC(/N=N/C(OC(C)C)=O)=O)C.[F:15][C:16]([F:40])([F:39])[C:17]1[N:21]2[N:22]=[C:23]([N:26]3[CH2:31][CH2:30][N:29]([C:32]4[CH:37]=[CH:36][C:35]([OH:38])=[CH:34][CH:33]=4)[CH2:28][CH2:27]3)[CH:24]=[CH:25][C:20]2=[N:19][N:18]=1.FC(F)(F)[C:43]1[N:47]2[N:48]=[C:49](N3CCC(C4C=CC(O)=CC=4)CC3)[CH:50]=[CH:51][C:46]2=NN=1.C1(P(C2C=CC=CC=2)C2C=CC=CC=2)C=CC=CC=1. Product: [CH3:43][N:47]1[C:51]([CH2:46][CH2:1][O:38][C:35]2[CH:36]=[CH:37][C:32]([N:29]3[CH2:28][CH2:27][N:26]([C:23]4[CH:24]=[CH:25][C:20]5[N:21]([C:17]([C:16]([F:15])([F:39])[F:40])=[N:18][N:19]=5)[N:22]=4)[CH2:31][CH2:30]3)=[CH:33][CH:34]=2)=[CH:50][CH:49]=[N:48]1. The catalyst class is: 1. (9) Reactant: [N+:1]([C:4]1[CH:5]=[C:6]([C:10](=[O:14])[C:11]([OH:13])=[O:12])[CH:7]=[CH:8][CH:9]=1)([O-:3])=[O:2].[C:15]([O-])([O-])=O.[K+].[K+].IC. Product: [N+:1]([C:4]1[CH:5]=[C:6]([C:10](=[O:14])[C:11]([O:13][CH3:15])=[O:12])[CH:7]=[CH:8][CH:9]=1)([O-:3])=[O:2]. The catalyst class is: 31.